Predict the reaction yield, written as a fraction of the theoretical maximum amount of product (1.0 means a 100% yield; for example, 0.34 means a 34% yield). From a dataset of Reaction yield outcomes from USPTO patents with 853,638 reactions. (1) The reactants are [Cl:1][C:2]1[CH:7]=[CH:6][CH:5]=[C:4]([CH3:8])[C:3]=1[N:9]=[C:10]=[S:11].[NH2:12][C:13]1[C:14]([CH3:20])=[N:15][N:16]([CH3:19])[C:17]=1[CH3:18]. No catalyst specified. The product is [Cl:1][C:2]1[CH:7]=[CH:6][CH:5]=[C:4]([CH3:8])[C:3]=1[NH:9][C:10]([NH:12][C:13]1[C:14]([CH3:20])=[N:15][N:16]([CH3:19])[C:17]=1[CH3:18])=[S:11]. The yield is 0.670. (2) The reactants are [C:1]([C:5]1[CH:6]=[CH:7][C:8]([C:17](=[O:23])[N:18]([CH2:21]C)CC)=[C:9]([CH:16]=1)CNC(=O)OC)([CH3:4])([CH3:3])[CH3:2].O1CCCC1.[OH-].[Li+].Cl. The catalyst is CO. The product is [C:1]([C:5]1[CH:16]=[C:9]2[C:8](=[CH:7][CH:6]=1)[C:17](=[O:23])[NH:18][CH2:21]2)([CH3:2])([CH3:3])[CH3:4]. The yield is 0.560. (3) The reactants are [Br:1][C:2]1[CH:8]=[CH:7][C:5]([NH2:6])=[C:4]([O:9][C:10]([F:13])([F:12])[F:11])[CH:3]=1.C(=O)([O-])[O-].[Na+].[Na+].Cl[C:21]([O:23][CH2:24][C:25]1[CH:30]=[CH:29][CH:28]=[CH:27][CH:26]=1)=[O:22].O. The catalyst is C1(C)C=CC=CC=1. The product is [CH2:24]([O:23][C:21](=[O:22])[NH:6][C:5]1[CH:7]=[CH:8][C:2]([Br:1])=[CH:3][C:4]=1[O:9][C:10]([F:11])([F:12])[F:13])[C:25]1[CH:30]=[CH:29][CH:28]=[CH:27][CH:26]=1. The yield is 0.760. (4) The reactants are C([O:8][C@H:9]1[C@@H:17]([C@H:18]([OH:20])[CH3:19])[O:16][C@H:15]2[C@H:11]([N:12]=[C:13]([N:21](C)[C:22](=O)OC(C)(C)C)[S:14]2)[C@H:10]1[F:30])C1C=CC=CC=1.B(Cl)(Cl)Cl. The catalyst is C(Cl)Cl. The product is [F:30][C@@H:10]1[C@H:11]2[N:12]=[C:13]([NH:21][CH3:22])[S:14][C@H:15]2[O:16][C@H:17]([C@H:18]([OH:20])[CH3:19])[C@@H:9]1[OH:8]. The yield is 0.970.